This data is from Forward reaction prediction with 1.9M reactions from USPTO patents (1976-2016). The task is: Predict the product of the given reaction. (1) Given the reactants Cl[C:2]1[C:7]([CH:8]=[O:9])=[CH:6][N:5]=[C:4]([NH:10][C:11](=[O:13])[CH3:12])[CH:3]=1.[Cl:14][C:15]1[CH:20]=[CH:19][C:18](B2OC(C)(C)C(C)(C)O2)=[C:17]([F:30])[C:16]=1[O:31][CH3:32].C(=O)([O-])[O-].[Cs+].[Cs+], predict the reaction product. The product is: [Cl:14][C:15]1[CH:20]=[CH:19][C:18]([C:2]2[C:7]([CH:8]=[O:9])=[CH:6][N:5]=[C:4]([NH:10][C:11](=[O:13])[CH3:12])[CH:3]=2)=[C:17]([F:30])[C:16]=1[O:31][CH3:32]. (2) Given the reactants [N:1]1[C:10]2[C:5](=[CH:6][C:7]([C:11](=[CH2:16])[C:12]([O:14]C)=[O:13])=[CH:8][CH:9]=2)[CH:4]=[CH:3][CH:2]=1.[OH-].[Na+], predict the reaction product. The product is: [N:1]1[C:10]2[C:5](=[CH:6][C:7]([C:11](=[CH2:16])[C:12]([OH:14])=[O:13])=[CH:8][CH:9]=2)[CH:4]=[CH:3][CH:2]=1. (3) The product is: [F:1][C:2]1[C:7]([F:8])=[C:6]([N+:10]([O-:12])=[O:11])[CH:5]=[CH:4][C:3]=1[OH:9]. Given the reactants [F:1][C:2]1[C:7]([F:8])=[CH:6][CH:5]=[CH:4][C:3]=1[OH:9].[N+:10]([O-])([OH:12])=[O:11], predict the reaction product. (4) Given the reactants [C:1]([O:5][C:6]([N:8]1[CH2:12][C@H:11]([C:13]2[CH:18]=[CH:17][CH:16]=[CH:15][CH:14]=2)[C@@H:10](C=O)[CH2:9]1)=[O:7])([CH3:4])([CH3:3])[CH3:2].C(O[BH-](OC(=O)C)OC(=O)C)(=O)C.[Na+], predict the reaction product. The product is: [C:1]([O:5][C:6]([N:8]1[CH2:12][CH:11]([C:13]2[CH:18]=[CH:17][CH:16]=[CH:15][CH:14]=2)[CH2:10][CH2:9]1)=[O:7])([CH3:4])([CH3:2])[CH3:3]. (5) Given the reactants [CH3:1][O:2][C:3]1[CH:52]=[CH:51][C:6]([CH2:7][N:8]([CH2:42][C:43]2[CH:48]=[CH:47][C:46]([O:49][CH3:50])=[CH:45][CH:44]=2)[C:9]2[N:14]=[N:13][C:12]([C:15]([CH2:26][CH:27]([F:41])[CH2:28][N:29]3[CH:33]=[C:32]([C:34]([O:36]C(C)(C)C)=[O:35])[N:31]=[N:30]3)(C(OCC)=O)C(OCC)=O)=[CH:11][CH:10]=2)=[CH:5][CH:4]=1.C1COCC1.CO.[OH-].[Li+], predict the reaction product. The product is: [CH3:50][O:49][C:46]1[CH:45]=[CH:44][C:43]([CH2:42][N:8]([CH2:7][C:6]2[CH:5]=[CH:4][C:3]([O:2][CH3:1])=[CH:52][CH:51]=2)[C:9]2[N:14]=[N:13][C:12]([CH2:15][CH2:26][CH:27]([F:41])[CH2:28][N:29]3[CH:33]=[C:32]([C:34]([OH:36])=[O:35])[N:31]=[N:30]3)=[CH:11][CH:10]=2)=[CH:48][CH:47]=1. (6) Given the reactants [NH2:1][C:2]1[S:3][C:4]([C:10]2[CH:15]=[CH:14][C:13]([C:16]([OH:19])([CH3:18])[CH3:17])=[CH:12][C:11]=2[F:20])=[CH:5][C:6]=1[C:7]([NH2:9])=[O:8].Br[C:22]1[N:27]=[C:26]([CH2:28][NH:29][CH2:30][C:31]2[O:35][N:34]=[C:33]([CH:36]([CH3:38])[CH3:37])[N:32]=2)[CH:25]=[CH:24][CH:23]=1, predict the reaction product. The product is: [F:20][C:11]1[CH:12]=[C:13]([C:16]([OH:19])([CH3:17])[CH3:18])[CH:14]=[CH:15][C:10]=1[C:4]1[S:3][C:2]([NH:1][C:22]2[CH:23]=[CH:24][CH:25]=[C:26]([CH2:28][NH:29][CH2:30][C:31]3[O:35][N:34]=[C:33]([CH:36]([CH3:38])[CH3:37])[N:32]=3)[N:27]=2)=[C:6]([C:7]([NH2:9])=[O:8])[CH:5]=1. (7) Given the reactants [CH3:1][O:2][C:3]1[CH:11]=[C:10]([O:12][C:13]([F:16])([F:15])[F:14])[CH:9]=[CH:8][C:4]=1[C:5]([OH:7])=O.S(Cl)(Cl)=O.[CH:21]1([N:24]([C@H:34]2[C:43]3[CH:42]=[C:41]([F:44])[CH:40]=[CH:39][C:38]=3[NH:37][C@H:36]3[CH2:45][CH2:46][CH2:47][C@@H:35]23)[C:25](=[O:33])[CH2:26][CH2:27][C:28]([O:30][CH2:31][CH3:32])=[O:29])[CH2:23][CH2:22]1.CCN(C(C)C)C(C)C, predict the reaction product. The product is: [CH:21]1([N:24]([C@H:34]2[C:43]3[CH:42]=[C:41]([F:44])[CH:40]=[CH:39][C:38]=3[N:37]([C:5](=[O:7])[C:4]3[CH:8]=[CH:9][C:10]([O:12][C:13]([F:16])([F:15])[F:14])=[CH:11][C:3]=3[O:2][CH3:1])[C@H:36]3[CH2:45][CH2:46][CH2:47][C@@H:35]23)[C:25](=[O:33])[CH2:26][CH2:27][C:28]([O:30][CH2:31][CH3:32])=[O:29])[CH2:23][CH2:22]1. (8) The product is: [C:8]([O:12][C:13](=[O:47])[CH2:14][C@H:15]([OH:46])[CH2:16][C@H:17]([OH:45])[CH2:18][CH2:19][C:20]1[N:21]([C:38]2[CH:43]=[CH:42][C:41]([F:44])=[CH:40][CH:39]=2)[N:22]=[C:23]([C:28](=[O:37])[NH:29][CH2:30][C:31]2[CH:32]=[CH:33][CH:34]=[CH:35][CH:36]=2)[C:24]=1[CH:25]([CH3:27])[CH3:26])([CH3:10])([CH3:11])[CH3:9]. Given the reactants Cl.CCOC(C)=O.[C:8]([O:12][C:13](=[O:47])[CH2:14][CH:15]([OH:46])[CH2:16][CH:17]([OH:45])[CH:18]=[CH:19][C:20]1[N:21]([C:38]2[CH:43]=[CH:42][C:41]([F:44])=[CH:40][CH:39]=2)[N:22]=[C:23]([C:28](=[O:37])[NH:29][CH2:30][C:31]2[CH:36]=[CH:35][CH:34]=[CH:33][CH:32]=2)[C:24]=1[CH:25]([CH3:27])[CH3:26])([CH3:11])([CH3:10])[CH3:9], predict the reaction product. (9) The product is: [CH3:1][O:2][C:3]1[CH:4]=[CH:5][C:6]2[NH:12][C:11](=[S:25])[CH:10]([CH3:14])[CH2:9][NH:8][C:7]=2[N:15]=1. Given the reactants [CH3:1][O:2][C:3]1[CH:4]=[CH:5][C:6]2[NH:12][C:11](=O)[CH:10]([CH3:14])[CH2:9][NH:8][C:7]=2[N:15]=1.COC1C=CC(P2(SP(C3C=CC(OC)=CC=3)(=S)S2)=[S:25])=CC=1, predict the reaction product.